Predict the reactants needed to synthesize the given product. From a dataset of Full USPTO retrosynthesis dataset with 1.9M reactions from patents (1976-2016). Given the product [CH2:1]([C:5]1[N:10]([CH2:15][C:16]2[CH:17]=[CH:18][C:19]([C:22]3[C:23]([C:28]#[N:29])=[CH:24][CH:25]=[CH:26][CH:27]=3)=[CH:20][CH:21]=2)[C:9](=[O:11])[CH:8]=[C:7]([CH2:12][CH3:13])[N:6]=1)[CH2:2][CH2:3][CH3:4], predict the reactants needed to synthesize it. The reactants are: [CH2:1]([C:5]1[NH:10][C:9](=[O:11])[CH:8]=[C:7]([CH2:12][CH3:13])[N:6]=1)[CH2:2][CH2:3][CH3:4].Br[CH2:15][C:16]1[CH:21]=[CH:20][C:19]([C:22]2[C:23]([C:28]#[N:29])=[CH:24][CH:25]=[CH:26][CH:27]=2)=[CH:18][CH:17]=1.C(=O)([O-])[O-].[K+].[K+].